From a dataset of Full USPTO retrosynthesis dataset with 1.9M reactions from patents (1976-2016). Predict the reactants needed to synthesize the given product. Given the product [N:17]1[C:18]2[C:23](=[CH:22][CH:21]=[CH:20][CH:19]=2)[N:24]=[CH:25][C:16]=1[CH2:15][CH2:14][C:13]1[NH:1][C:2]2=[C:3]3[C:8](=[CH:9][CH:10]=[C:11]2[N:12]=1)[N:7]=[CH:6][CH:5]=[CH:4]3, predict the reactants needed to synthesize it. The reactants are: [NH2:1][C:2]1[C:11]([NH:12][C:13](=O)[CH2:14][CH2:15][C:16]2[CH:25]=[N:24][C:23]3[C:18](=[CH:19][CH:20]=[CH:21][CH:22]=3)[N:17]=2)=[CH:10][CH:9]=[C:8]2[C:3]=1[CH:4]=[CH:5][CH:6]=[N:7]2.NC1C(NC(=O)CCC2C=NC3C(=CC=CC=3)N=2)=C2C(=CC=1)N=CC=C2.